From a dataset of Reaction yield outcomes from USPTO patents with 853,638 reactions. Predict the reaction yield, written as a fraction of the theoretical maximum amount of product (1.0 means a 100% yield; for example, 0.34 means a 34% yield). The reactants are C([O:3][C:4](=O)[NH:5][CH2:6][CH2:7][C:8]1[S:9][CH:10]=[C:11]([Br:13])[CH:12]=1)C.O=P12OP3(OP(OP(O3)(O1)=O)(=O)O2)=O. The catalyst is O=P(Cl)(Cl)Cl. The product is [Br:13][C:11]1[C:12]2[C:4](=[O:3])[NH:5][CH2:6][CH2:7][C:8]=2[S:9][CH:10]=1. The yield is 0.520.